Dataset: Catalyst prediction with 721,799 reactions and 888 catalyst types from USPTO. Task: Predict which catalyst facilitates the given reaction. (1) Reactant: [CH2:1]([C:3]1([CH2:9][NH2:10])[CH2:8][O:7][CH2:6][O:5][CH2:4]1)[CH3:2].C(N(CC)CC)C.O1CCCC1.[C:23](Cl)(=[O:32])/[CH:24]=[CH:25]/[CH2:26][CH2:27][CH2:28][CH2:29][CH2:30][CH3:31]. Product: [CH2:1]([C:3]1([CH2:9][NH:10][C:23](=[O:32])/[CH:24]=[CH:25]/[CH2:26][CH2:27][CH2:28][CH2:29][CH2:30][CH3:31])[CH2:8][O:7][CH2:6][O:5][CH2:4]1)[CH3:2]. The catalyst class is: 6. (2) Reactant: [C:1]1([C:7]2[O:8][C:9]3[CH2:14][CH2:13][N:12]([C:15]4[N:22]=[CH:21][CH:20]=[CH:19][C:16]=4C#N)[CH2:11][C:10]=3[N:23]=2)[CH:6]=[CH:5][CH:4]=[CH:3][CH:2]=1.BrC1C=CC=CN=1. Product: [C:1]1([C:7]2[O:8][C:9]3[CH2:14][CH2:13][N:12]([C:15]4[CH:16]=[CH:19][CH:20]=[CH:21][N:22]=4)[CH2:11][C:10]=3[N:23]=2)[CH:2]=[CH:3][CH:4]=[CH:5][CH:6]=1. The catalyst class is: 25.